Dataset: Experimentally validated miRNA-target interactions with 360,000+ pairs, plus equal number of negative samples. Task: Binary Classification. Given a miRNA mature sequence and a target amino acid sequence, predict their likelihood of interaction. (1) The miRNA is mmu-miR-3064-5p with sequence UCUGGCUGUUGUGGUGUGCAAA. The protein sequence of the target gene is MAVLKLTDQPPLVQAIFSGDPEEIRMLIHKTEDVNTLDSEKRTPLHVAAFLGDAEIIELLILSGARVNAKDNMWLTPLHRAVASRSEEAVQVLIKHSADVNARDKNWQTPLHVAAANKAVKCAEVIIPLLSSVNVSDRGGRTALHHAALNGHVEMVNLLLAKGANINAFDKKDRRALHWAAYMGHLDVVALLINHGAEVTCKDKKGYTPLHAAASNGQINVVKHLLNLGVEIDEINVYGNTALHIACYNGQDAVVNELIDYGANVNQPNNNGFTPLHFAAASTHGALCLELLVNNGADVN.... Result: 0 (no interaction). (2) The miRNA is hsa-miR-4433a-3p with sequence ACAGGAGUGGGGGUGGGACAU. The protein sequence of the target gene is MLCDEEAQKRKAKESGMALPQGRLTFMDVAIEFSQEEWKSLDPGQRALYRDVMLENYRNLVFLGICLPDLSIISMLKQRREPLILQSQVKIVKNTDGRECVRSVNTGRSCVLGSNAENKPIKNQLGLTLEAHLSELQLFQAGRKIYRSNQVEKFTNHRSSVSPLQKISSSFTTHIFNKYRNDLIDFPLLPQEEKAYIRGKSYEYECSEDGEVFRVRASLTNHQVIHTAEKPYKCTECGKVFSRNSHLVEHWRIHTGQKPYKCSECDKVFNRNSNLARHQRIHTGEKPHKCNECGKAFREC.... Result: 1 (interaction).